This data is from NCI-60 drug combinations with 297,098 pairs across 59 cell lines. The task is: Regression. Given two drug SMILES strings and cell line genomic features, predict the synergy score measuring deviation from expected non-interaction effect. (1) Drug 1: CC1=C(C=C(C=C1)NC2=NC=CC(=N2)N(C)C3=CC4=NN(C(=C4C=C3)C)C)S(=O)(=O)N.Cl. Drug 2: C1CC(=O)NC(=O)C1N2C(=O)C3=CC=CC=C3C2=O. Cell line: T-47D. Synergy scores: CSS=6.35, Synergy_ZIP=-1.64, Synergy_Bliss=4.19, Synergy_Loewe=3.37, Synergy_HSA=4.04. (2) Synergy scores: CSS=45.4, Synergy_ZIP=4.33, Synergy_Bliss=2.27, Synergy_Loewe=-10.7, Synergy_HSA=1.46. Drug 1: C1=NC2=C(N1)C(=S)N=C(N2)N. Drug 2: CCC(=C(C1=CC=CC=C1)C2=CC=C(C=C2)OCCN(C)C)C3=CC=CC=C3.C(C(=O)O)C(CC(=O)O)(C(=O)O)O. Cell line: CCRF-CEM. (3) Drug 1: CC1=CC2C(CCC3(C2CCC3(C(=O)C)OC(=O)C)C)C4(C1=CC(=O)CC4)C. Drug 2: C1=CN(C(=O)N=C1N)C2C(C(C(O2)CO)O)O.Cl. Cell line: T-47D. Synergy scores: CSS=7.36, Synergy_ZIP=-2.08, Synergy_Bliss=-2.39, Synergy_Loewe=0.0556, Synergy_HSA=0.0712. (4) Drug 2: N.N.Cl[Pt+2]Cl. Synergy scores: CSS=48.7, Synergy_ZIP=-3.01, Synergy_Bliss=-3.85, Synergy_Loewe=-13.7, Synergy_HSA=-0.363. Cell line: SF-539. Drug 1: CC1=C(N=C(N=C1N)C(CC(=O)N)NCC(C(=O)N)N)C(=O)NC(C(C2=CN=CN2)OC3C(C(C(C(O3)CO)O)O)OC4C(C(C(C(O4)CO)O)OC(=O)N)O)C(=O)NC(C)C(C(C)C(=O)NC(C(C)O)C(=O)NCCC5=NC(=CS5)C6=NC(=CS6)C(=O)NCCC[S+](C)C)O. (5) Drug 1: C1=CC(=C2C(=C1NCCNCCO)C(=O)C3=C(C=CC(=C3C2=O)O)O)NCCNCCO. Drug 2: C1CN1P(=S)(N2CC2)N3CC3. Cell line: MDA-MB-231. Synergy scores: CSS=32.3, Synergy_ZIP=-5.33, Synergy_Bliss=-4.59, Synergy_Loewe=-1.94, Synergy_HSA=-0.650.